From a dataset of Full USPTO retrosynthesis dataset with 1.9M reactions from patents (1976-2016). Predict the reactants needed to synthesize the given product. Given the product [CH:11]([CH:10]1[O:13][B:19]([OH:20])[C:4]2[CH:9]=[CH:8][CH:7]=[CH:6][C:5]1=2)=[CH2:12], predict the reactants needed to synthesize it. The reactants are: [H-].[Na+].Br[C:4]1[CH:9]=[CH:8][CH:7]=[CH:6][C:5]=1[CH:10]([OH:13])[CH:11]=[CH2:12].[Li]CCCC.[B:19](OC(C)C)(OC(C)C)[O:20]C(C)C.